From a dataset of NCI-60 drug combinations with 297,098 pairs across 59 cell lines. Regression. Given two drug SMILES strings and cell line genomic features, predict the synergy score measuring deviation from expected non-interaction effect. (1) Drug 1: COC1=NC(=NC2=C1N=CN2C3C(C(C(O3)CO)O)O)N. Drug 2: C1CC(=O)NC(=O)C1N2C(=O)C3=CC=CC=C3C2=O. Cell line: OVCAR-5. Synergy scores: CSS=1.43, Synergy_ZIP=-2.33, Synergy_Bliss=-3.97, Synergy_Loewe=-15.2, Synergy_HSA=-6.96. (2) Drug 1: CC1C(C(CC(O1)OC2CC(CC3=C2C(=C4C(=C3O)C(=O)C5=C(C4=O)C(=CC=C5)OC)O)(C(=O)C)O)N)O.Cl. Drug 2: CC1CCC2CC(C(=CC=CC=CC(CC(C(=O)C(C(C(=CC(C(=O)CC(OC(=O)C3CCCCN3C(=O)C(=O)C1(O2)O)C(C)CC4CCC(C(C4)OC)OCCO)C)C)O)OC)C)C)C)OC. Cell line: NCI-H460. Synergy scores: CSS=29.4, Synergy_ZIP=-1.01, Synergy_Bliss=-0.552, Synergy_Loewe=-4.65, Synergy_HSA=1.33. (3) Drug 1: COC1=NC(=NC2=C1N=CN2C3C(C(C(O3)CO)O)O)N. Drug 2: C1CN(CCN1C(=O)CCBr)C(=O)CCBr. Cell line: TK-10. Synergy scores: CSS=12.9, Synergy_ZIP=-1.78, Synergy_Bliss=2.85, Synergy_Loewe=0.694, Synergy_HSA=2.44. (4) Drug 1: CC1OCC2C(O1)C(C(C(O2)OC3C4COC(=O)C4C(C5=CC6=C(C=C35)OCO6)C7=CC(=C(C(=C7)OC)O)OC)O)O. Drug 2: B(C(CC(C)C)NC(=O)C(CC1=CC=CC=C1)NC(=O)C2=NC=CN=C2)(O)O. Cell line: NCI-H522. Synergy scores: CSS=21.1, Synergy_ZIP=-5.23, Synergy_Bliss=-5.47, Synergy_Loewe=-2.15, Synergy_HSA=-2.61. (5) Drug 1: CC1C(C(CC(O1)OC2CC(CC3=C2C(=C4C(=C3O)C(=O)C5=C(C4=O)C(=CC=C5)OC)O)(C(=O)C)O)N)O.Cl. Drug 2: C1=CN(C(=O)N=C1N)C2C(C(C(O2)CO)O)O.Cl. Cell line: KM12. Synergy scores: CSS=10.5, Synergy_ZIP=-8.52, Synergy_Bliss=-14.0, Synergy_Loewe=-13.4, Synergy_HSA=-10.7. (6) Drug 1: C1C(C(OC1N2C=C(C(=O)NC2=O)F)CO)O. Drug 2: CC12CCC3C(C1CCC2OP(=O)(O)O)CCC4=C3C=CC(=C4)OC(=O)N(CCCl)CCCl.[Na+]. Cell line: K-562. Synergy scores: CSS=57.2, Synergy_ZIP=5.18, Synergy_Bliss=8.15, Synergy_Loewe=13.2, Synergy_HSA=14.4. (7) Drug 1: CC1=CC=C(C=C1)C2=CC(=NN2C3=CC=C(C=C3)S(=O)(=O)N)C(F)(F)F. Drug 2: C1CN1C2=NC(=NC(=N2)N3CC3)N4CC4. Cell line: NCIH23. Synergy scores: CSS=38.2, Synergy_ZIP=1.59, Synergy_Bliss=2.71, Synergy_Loewe=-20.8, Synergy_HSA=-0.249. (8) Drug 1: C1=CN(C=N1)CC(O)(P(=O)(O)O)P(=O)(O)O. Drug 2: C1CCC(C(C1)N)N.C(=O)(C(=O)[O-])[O-].[Pt+4]. Cell line: HCC-2998. Synergy scores: CSS=10.2, Synergy_ZIP=-7.47, Synergy_Bliss=-5.73, Synergy_Loewe=-13.4, Synergy_HSA=-4.70.